Dataset: Catalyst prediction with 721,799 reactions and 888 catalyst types from USPTO. Task: Predict which catalyst facilitates the given reaction. (1) Reactant: [BH4-].[Na+].[N:3]1([C:9]2[CH:10]=[C:11]([OH:17])[C:12](=[CH:15][CH:16]=2)[CH:13]=[O:14])[CH2:8][CH2:7][O:6][CH2:5][CH2:4]1.CC(C)=O.Cl. Product: [OH:14][CH2:13][C:12]1[CH:15]=[CH:16][C:9]([N:3]2[CH2:4][CH2:5][O:6][CH2:7][CH2:8]2)=[CH:10][C:11]=1[OH:17]. The catalyst class is: 6. (2) Reactant: Br[C:2]1[S:10][C:9]2[C:8](=[O:11])[N:7]=[CH:6][N:5]([CH2:12][C:13]3[CH:18]=[CH:17][C:16]([Cl:19])=[CH:15][CH:14]=3)[C:4]=2[CH:3]=1.[NH2:20][C:21]1[CH:22]=[CH:23][C:24](B2OC(C)(C)C(C)(C)O2)=[N:25][CH:26]=1.C([O-])([O-])=O.[Na+].[Na+]. Product: [NH2:20][C:21]1[CH:22]=[CH:23][C:24]([C:2]2[S:10][C:9]3[C:8](=[O:11])[N:7]=[CH:6][N:5]([CH2:12][C:13]4[CH:18]=[CH:17][C:16]([Cl:19])=[CH:15][CH:14]=4)[C:4]=3[CH:3]=2)=[N:25][CH:26]=1. The catalyst class is: 128. (3) Reactant: [C:1]([CH:3]=[C:4]1[CH2:9][CH2:8][N:7]([C:10]2[CH:15]=[CH:14][C:13]([N:16]3[CH2:20][C@H:19]([CH2:21][NH2:22])[O:18][C:17]3=[O:23])=[CH:12][C:11]=2[F:24])[CH2:6][CH2:5]1)#[N:2].[C:25](O)(=[O:28])[CH2:26][OH:27].C1(N=C=NC2CCCCC2)CCCCC1. Product: [C:1]([CH:3]=[C:4]1[CH2:9][CH2:8][N:7]([C:10]2[CH:15]=[CH:14][C:13]([N:16]3[CH2:20][C@H:19]([CH2:21][NH:22][C:26](=[O:27])[CH2:25][OH:28])[O:18][C:17]3=[O:23])=[CH:12][C:11]=2[F:24])[CH2:6][CH2:5]1)#[N:2]. The catalyst class is: 119. (4) Reactant: [Br:1][C:2]1[CH:14]=[C:13]2[C:5]([C:6]3[C:7](=[O:33])[C:8]4[CH:24]=[CH:23][C:22]([O:25][CH2:26][C@@H:27]([OH:32])[C@H:28]([OH:31])[CH2:29][OH:30])=[CH:21][C:9]=4[C:10]([CH3:20])([CH3:19])[C:11]=3[N:12]2[CH2:15][C:16]([OH:18])=[O:17])=[CH:4][CH:3]=1.[CH3:34][Si](C=[N+]=[N-])(C)C. Product: [CH3:34][O:17][C:16](=[O:18])[CH2:15][N:12]1[C:11]2[C:10]([CH3:20])([CH3:19])[C:9]3[CH:21]=[C:22]([O:25][CH2:26][C@@H:27]([OH:32])[C@H:28]([OH:31])[CH2:29][OH:30])[CH:23]=[CH:24][C:8]=3[C:7](=[O:33])[C:6]=2[C:5]2[C:13]1=[CH:14][C:2]([Br:1])=[CH:3][CH:4]=2. The catalyst class is: 5. (5) Reactant: [F:1][C:2]1[CH:24]=[CH:23][CH:22]=[C:21]([F:25])[C:3]=1[CH2:4][O:5][C:6]1[C:7]2[N:8]([C:14]([C:18](O)=[O:19])=[C:15]([CH3:17])[N:16]=2)[CH:9]=[C:10]([C:12]#[CH:13])[CH:11]=1.N[C@H:27]([CH2:30][CH2:31][CH2:32][CH3:33])[CH2:28][OH:29].C([N:37](C(C)C)CC)(C)C.CN(C(ON1N=NC2C=CC=NC1=2)=[N+](C)C)C.F[P-](F)(F)(F)(F)F. Product: [F:25][C:21]1[CH:22]=[CH:23][CH:24]=[C:2]([F:1])[C:3]=1[CH2:4][O:5][C:6]1[C:7]2[N:8]([C:14]([C:18]([NH:37][C@@H:32]([CH2:31][CH2:30][CH2:27][CH2:28][OH:29])[CH3:33])=[O:19])=[C:15]([CH3:17])[N:16]=2)[CH:9]=[C:10]([C:12]#[CH:13])[CH:11]=1. The catalyst class is: 35. (6) Reactant: [Br:1][C:2]1[CH:3]=[CH:4][CH:5]=[C:6]2[C:10]=1[NH:9][C:8]([C:11]([O:13][CH2:14][CH3:15])=[O:12])=[C:7]2[CH2:16][CH2:17][C:18](OCC)=[O:19].B.C1COCC1. Product: [Br:1][C:2]1[CH:3]=[CH:4][CH:5]=[C:6]2[C:10]=1[NH:9][C:8]([C:11]([O:13][CH2:14][CH3:15])=[O:12])=[C:7]2[CH2:16][CH2:17][CH2:18][OH:19]. The catalyst class is: 1.